Dataset: Merck oncology drug combination screen with 23,052 pairs across 39 cell lines. Task: Regression. Given two drug SMILES strings and cell line genomic features, predict the synergy score measuring deviation from expected non-interaction effect. Drug 1: CCc1c2c(nc3ccc(O)cc13)-c1cc3c(c(=O)n1C2)COC(=O)C3(O)CC. Drug 2: CCc1cnn2c(NCc3ccc[n+]([O-])c3)cc(N3CCCCC3CCO)nc12. Cell line: VCAP. Synergy scores: synergy=5.80.